Dataset: Reaction yield outcomes from USPTO patents with 853,638 reactions. Task: Predict the reaction yield, written as a fraction of the theoretical maximum amount of product (1.0 means a 100% yield; for example, 0.34 means a 34% yield). (1) The reactants are [H-].[Al+3].[Li+].[H-].[H-].[H-].O1CCCC1.[CH2:12]([O:15][CH2:16][CH2:17][C:18]1[CH:25]=[CH:24][C:21]([C:22]#[N:23])=[CH:20][CH:19]=1)[CH2:13][CH3:14].[OH-].[Na+]. The catalyst is O. The product is [CH2:12]([O:15][CH2:16][CH2:17][C:18]1[CH:19]=[CH:20][C:21]([CH2:22][NH2:23])=[CH:24][CH:25]=1)[CH2:13][CH3:14]. The yield is 1.03. (2) The reactants are [CH2:1]([O:3][C:4]1[CH:5]=[CH:6][C:7]([N+:14]([O-:16])=[O:15])=[C:8]([NH:10]C(=O)C)[CH:9]=1)[CH3:2]. The catalyst is Cl.O. The product is [CH2:1]([O:3][C:4]1[CH:5]=[CH:6][C:7]([N+:14]([O-:16])=[O:15])=[C:8]([CH:9]=1)[NH2:10])[CH3:2]. The yield is 0.900. (3) The reactants are [N+:1]([C:4]1[CH:9]=[CH:8][C:7]([F:10])=[CH:6][C:5]=1[OH:11])([O-:3])=[O:2].IC.[C:14]([O-])([O-])=O.[K+].[K+]. The catalyst is CN(C=O)C. The product is [CH3:14][O:11][C:5]1[CH:6]=[C:7]([F:10])[CH:8]=[CH:9][C:4]=1[N+:1]([O-:3])=[O:2]. The yield is 0.920.